Dataset: Drug half-life prediction data from Obach et al.. Task: Regression/Classification. Given a drug SMILES string, predict its absorption, distribution, metabolism, or excretion properties. Task type varies by dataset: regression for continuous measurements (e.g., permeability, clearance, half-life) or binary classification for categorical outcomes (e.g., BBB penetration, CYP inhibition). For this dataset (half_life_obach), we predict log10(half-life) (log10 of half-life in hours). The compound is CC(=O)N[C@@H](CS)C(=O)O. The log10(half-life) is 0.740.